From a dataset of CYP2C9 inhibition data for predicting drug metabolism from PubChem BioAssay. Regression/Classification. Given a drug SMILES string, predict its absorption, distribution, metabolism, or excretion properties. Task type varies by dataset: regression for continuous measurements (e.g., permeability, clearance, half-life) or binary classification for categorical outcomes (e.g., BBB penetration, CYP inhibition). Dataset: cyp2c9_veith. The compound is C=CCN=C1CC(C)(C)CC(=O)/C1=C(/O)CCC(=O)OC. The result is 0 (non-inhibitor).